From a dataset of Forward reaction prediction with 1.9M reactions from USPTO patents (1976-2016). Predict the product of the given reaction. (1) Given the reactants Cl[C:2]1[C:7]([N+:8]([O-:10])=[O:9])=[C:6]([Cl:11])[N:5]=[CH:4][N:3]=1.[F:12][C:13]([F:17])([F:16])[CH2:14][NH2:15], predict the reaction product. The product is: [Cl:11][C:6]1[N:5]=[CH:4][N:3]=[C:2]([NH:15][CH2:14][C:13]([F:17])([F:16])[F:12])[C:7]=1[N+:8]([O-:10])=[O:9]. (2) Given the reactants [BH-](OC(C)=O)(OC(C)=O)OC(C)=O.[Na+].[NH:15]1[CH2:19][CH2:18][CH2:17][CH2:16]1.[CH3:20][C:21]1[CH:22]=[C:23]([CH:26]=[C:27]([CH3:30])[C:28]=1[OH:29])[CH:24]=O.Cl, predict the reaction product. The product is: [CH3:20][C:21]1[CH:22]=[C:23]([CH2:24][N:15]2[CH2:19][CH2:18][CH2:17][CH2:16]2)[CH:26]=[C:27]([CH3:30])[C:28]=1[OH:29].